Predict the reactants needed to synthesize the given product. From a dataset of Full USPTO retrosynthesis dataset with 1.9M reactions from patents (1976-2016). (1) Given the product [Br:14][CH2:15][C:16]([NH:1][C:2]1[O:6][N:5]=[C:4]([CH3:7])[CH:3]=1)=[O:17], predict the reactants needed to synthesize it. The reactants are: [NH2:1][C:2]1[O:6][N:5]=[C:4]([CH3:7])[CH:3]=1.N1C=CC=CC=1.[Br:14][CH2:15][C:16](Br)=[O:17].O. (2) Given the product [Br:16][C:13]1[CH:14]=[CH:15][C:10]([C:9]2[O:8][N:7]=[C:6]([CH3:17])[C:5]=2[C:3](=[O:4])[CH2:2][S:25][C:21]2[CH:20]=[C:19]([CH3:18])[CH:24]=[CH:23][CH:22]=2)=[CH:11][CH:12]=1, predict the reactants needed to synthesize it. The reactants are: Br[CH2:2][C:3]([C:5]1[C:6]([CH3:17])=[N:7][O:8][C:9]=1[C:10]1[CH:15]=[CH:14][C:13]([Br:16])=[CH:12][CH:11]=1)=[O:4].[CH3:18][C:19]1[CH:24]=[CH:23][CH:22]=[C:21]([SH:25])[CH:20]=1. (3) Given the product [Br:1][C:2]1[CH:3]=[C:4]2[C:9](=[CH:10][CH:11]=1)[N:8]=[C:7]([Cl:15])[N:6]=[CH:5]2, predict the reactants needed to synthesize it. The reactants are: [Br:1][C:2]1[CH:3]=[C:4]2[C:9](=[CH:10][CH:11]=1)[N:8]=[C:7](O)[N:6]=[CH:5]2.O=P(Cl)(Cl)[Cl:15]. (4) Given the product [CH2:8]([N:3]1[CH2:4][CH2:5][C:6]([NH:18][CH2:16][CH3:17])([C:19]#[N:20])[CH2:1][CH2:2]1)[C:9]1[CH:14]=[CH:13][CH:12]=[CH:11][CH:10]=1, predict the reactants needed to synthesize it. The reactants are: [CH2:1]1[C:6](=O)[CH2:5][CH2:4][N:3]([CH2:8][C:9]2[CH:14]=[CH:13][CH:12]=[CH:11][CH:10]=2)[CH2:2]1.Cl.[CH2:16]([NH2:18])[CH3:17].[C-:19]#[N:20].[K+].C(O)(C)C. (5) Given the product [NH2:34][C:33]1[CH:35]=[C:36]([F:40])[C:37]([CH:38]2[O:1][N:2]=[C:3]([C:4]3[N:5]=[C:6]([CH:9]4[CH2:10][CH2:11][N:12]([C:15]([O:17][C:18]([CH3:21])([CH3:20])[CH3:19])=[O:16])[CH2:13][CH2:14]4)[S:7][CH:8]=3)[CH2:39]2)=[C:31]([F:30])[CH:32]=1, predict the reactants needed to synthesize it. The reactants are: [OH:1][N:2]=[CH:3][C:4]1[N:5]=[C:6]([CH:9]2[CH2:14][CH2:13][N:12]([C:15]([O:17][C:18]([CH3:21])([CH3:20])[CH3:19])=[O:16])[CH2:11][CH2:10]2)[S:7][CH:8]=1.ClN1C(=O)CCC1=O.[F:30][C:31]1[CH:32]=[C:33]([CH:35]=[C:36]([F:40])[C:37]=1[CH:38]=[CH2:39])[NH2:34].C(N(CC)CC)C. (6) Given the product [O:1]1[C:5]2[CH:6]=[CH:7][CH:8]=[CH:9][C:4]=2[CH:3]=[C:2]1[C:10]1[CH:15]=[CH:14][CH:13]=[CH:12][C:11]=1[C:16]1[N:20]([CH3:21])[N:19]=[C:18]([C:22]([N:28]2[CH2:29][CH2:30][CH2:31][N:25]([CH2:32][CH2:33][OH:34])[CH2:26][CH2:27]2)=[O:24])[CH:17]=1, predict the reactants needed to synthesize it. The reactants are: [O:1]1[C:5]2[CH:6]=[CH:7][CH:8]=[CH:9][C:4]=2[CH:3]=[C:2]1[C:10]1[CH:15]=[CH:14][CH:13]=[CH:12][C:11]=1[C:16]1[N:20]([CH3:21])[N:19]=[C:18]([C:22]([OH:24])=O)[CH:17]=1.[N:25]1([CH2:32][CH2:33][OH:34])[CH2:31][CH2:30][CH2:29][NH:28][CH2:27][CH2:26]1. (7) Given the product [Br:36][CH2:37][C:38]([NH:1][C:2]1[CH:3]=[CH:4][C:5]([CH2:6][CH:7]([P:18](=[O:27])([O:23][CH2:24][CH:25]=[CH2:26])[O:19][CH2:20][CH:21]=[CH2:22])[P:8](=[O:17])([O:13][CH2:14][CH:15]=[CH2:16])[O:9][CH2:10][CH:11]=[CH2:12])=[CH:28][CH:29]=1)=[O:39], predict the reactants needed to synthesize it. The reactants are: [NH2:1][C:2]1[CH:29]=[CH:28][C:5]([CH2:6][CH:7]([P:18](=[O:27])([O:23][CH2:24][CH:25]=[CH2:26])[O:19][CH2:20][CH:21]=[CH2:22])[P:8](=[O:17])([O:13][CH2:14][CH:15]=[CH2:16])[O:9][CH2:10][CH:11]=[CH2:12])=[CH:4][CH:3]=1.N1C=CC=CC=1.[Br:36][CH2:37][C:38](Br)=[O:39]. (8) Given the product [Br:1][C:2]1[N:7]=[C:6]([NH2:8])[C:5]([CH3:13])=[CH:4][CH:3]=1, predict the reactants needed to synthesize it. The reactants are: [Br:1][C:2]1[N:7]=[C:6]([NH:8]C(C)(C)C)[C:5]([CH3:13])=[CH:4][CH:3]=1. (9) Given the product [NH:7]1[C:8]2[C:4](=[CH:3][C:2]([B:12]3[O:16][C:15]([CH3:18])([CH3:17])[C:14]([CH3:20])([CH3:19])[O:13]3)=[CH:10][CH:9]=2)[CH2:5][C:6]1=[O:11], predict the reactants needed to synthesize it. The reactants are: Br[C:2]1[CH:3]=[C:4]2[C:8](=[CH:9][CH:10]=1)[NH:7][C:6](=[O:11])[CH2:5]2.[B:12]1([B:12]2[O:16][C:15]([CH3:18])([CH3:17])[C:14]([CH3:20])([CH3:19])[O:13]2)[O:16][C:15]([CH3:18])([CH3:17])[C:14]([CH3:20])([CH3:19])[O:13]1.C([O-])(=O)C.[K+].